Dataset: Full USPTO retrosynthesis dataset with 1.9M reactions from patents (1976-2016). Task: Predict the reactants needed to synthesize the given product. (1) Given the product [Br:1][C:2]1[C:3]([CH3:10])=[N:4][C:5]([Cl:8])=[N:6][CH:7]=1, predict the reactants needed to synthesize it. The reactants are: [Br:1][C:2]1[C:3](Cl)=[N:4][C:5]([Cl:8])=[N:6][CH:7]=1.[CH3:10][Al](C)C.O.O.O.O.O.C(C(C(C([O-])=O)O)O)([O-])=O.[Na+].[K+]. (2) Given the product [CH2:1]([N:8]([C@H:36]([CH:38]1[CH2:39][CH2:40]1)[CH3:37])[C:9](=[O:35])[CH2:10][N:11]1[C:32](=[O:33])[C:14]2([C:22]3[C:17](=[CH:18][C:19]([NH:23][C:24](=[O:25])[CH:26]([C:27]#[N:28])[C:30](=[O:29])[CH3:31])=[CH:20][CH:21]=3)[CH2:16][CH2:15]2)[NH:13][C:12]1=[O:34])[C:2]1[CH:3]=[CH:4][CH:5]=[CH:6][CH:7]=1, predict the reactants needed to synthesize it. The reactants are: [CH2:1]([N:8]([CH:36]([CH:38]1[CH2:40][CH2:39]1)[CH3:37])[C:9](=[O:35])[CH2:10][N:11]1[C:32](=[O:33])[C@:14]2([C:22]3[C:17](=[CH:18][C:19]([NH:23][C:24]([C:26]4[CH:27]=[N:28][O:29][C:30]=4[CH3:31])=[O:25])=[CH:20][CH:21]=3)[CH2:16][CH2:15]2)[NH:13][C:12]1=[O:34])[C:2]1[CH:7]=[CH:6][CH:5]=[CH:4][CH:3]=1.O.Cl.